From a dataset of Peptide-MHC class I binding affinity with 185,985 pairs from IEDB/IMGT. Regression. Given a peptide amino acid sequence and an MHC pseudo amino acid sequence, predict their binding affinity value. This is MHC class I binding data. (1) The peptide sequence is MEVVFPNEVGA. The MHC is HLA-B40:01 with pseudo-sequence HLA-B40:01. The binding affinity (normalized) is 0.389. (2) The binding affinity (normalized) is 0.322. The peptide sequence is NTVGMSIVCI. The MHC is HLA-A02:03 with pseudo-sequence HLA-A02:03. (3) The peptide sequence is MVIENGILKK. The MHC is H-2-Dd with pseudo-sequence H-2-Dd. The binding affinity (normalized) is 0. (4) The peptide sequence is TTWCDGKKF. The MHC is HLA-A01:01 with pseudo-sequence HLA-A01:01. The binding affinity (normalized) is 0.0847. (5) The peptide sequence is TGIAIIAYI. The MHC is HLA-A80:01 with pseudo-sequence HLA-A80:01. The binding affinity (normalized) is 0.0847. (6) The peptide sequence is IIIPLSVSI. The MHC is HLA-A30:01 with pseudo-sequence HLA-A30:01. The binding affinity (normalized) is 0.337. (7) The peptide sequence is RARKRGITL. The MHC is HLA-A02:01 with pseudo-sequence HLA-A02:01. The binding affinity (normalized) is 0.373.